This data is from Reaction yield outcomes from USPTO patents with 853,638 reactions. The task is: Predict the reaction yield, written as a fraction of the theoretical maximum amount of product (1.0 means a 100% yield; for example, 0.34 means a 34% yield). (1) The reactants are [N:1]1[CH:6]=[CH:5][C:4]([C:7]2[C:17]3[O:16][CH2:15][CH2:14][N:13](C(OC(C)(C)C)=O)[CH2:12][C:11]=3[CH:10]=[CH:9][CH:8]=2)=[CH:3][CH:2]=1.C(OCC)(=O)C.[ClH:31]. The catalyst is C(OCC)(=O)C. The product is [ClH:31].[ClH:31].[N:1]1[CH:2]=[CH:3][C:4]([C:7]2[C:17]3[O:16][CH2:15][CH2:14][NH:13][CH2:12][C:11]=3[CH:10]=[CH:9][CH:8]=2)=[CH:5][CH:6]=1. The yield is 0.190. (2) The reactants are Br[C:2]1[CH:7]=[CH:6][CH:5]=[CH:4][C:3]=1[NH:8][C:9](=[O:19])[O:10][CH:11]1[CH:16]2[CH2:17][CH2:18][N:13]([CH2:14][CH2:15]2)[CH2:12]1.[C:20]1(B(O)O)[CH:25]=[CH:24][CH:23]=[CH:22][CH:21]=1. No catalyst specified. The product is [C:2]1([C:20]2[CH:25]=[CH:24][CH:23]=[CH:22][CH:21]=2)[CH:7]=[CH:6][CH:5]=[CH:4][C:3]=1[NH:8][C:9](=[O:19])[O:10][CH:11]1[CH:16]2[CH2:17][CH2:18][N:13]([CH2:14][CH2:15]2)[CH2:12]1. The yield is 0.870. (3) The reactants are Br[C:2]1[CH:10]=[CH:9][C:8]2[C:4](=[CH:5][N:6]([CH3:11])[N:7]=2)[C:3]=1[CH:12]1[CH2:14][CH:13]1[CH2:15][NH:16][C:17](=[O:19])[CH3:18].[CH2:20](B(O)O)[CH3:21].C1(P(C2CCCCC2)C2C=CC=CC=2C2C(C(C)C)=CC(C(C)C)=CC=2C(C)C)CCCCC1.C(=O)([O-])[O-].[K+].[K+]. The catalyst is C(OCC)(=O)C.C1C=CC(/C=C/C(/C=C/C2C=CC=CC=2)=O)=CC=1.C1C=CC(/C=C/C(/C=C/C2C=CC=CC=2)=O)=CC=1.C1C=CC(/C=C/C(/C=C/C2C=CC=CC=2)=O)=CC=1.[Pd].[Pd].CN(C)C=O. The product is [CH2:20]([C:2]1[CH:10]=[CH:9][C:8]2[C:4](=[CH:5][N:6]([CH3:11])[N:7]=2)[C:3]=1[CH:12]1[CH2:14][CH:13]1[CH2:15][NH:16][C:17](=[O:19])[CH3:18])[CH3:21]. The yield is 0.180. (4) The reactants are [Cl:1][C:2]1[CH:3]=[C:4]2[CH:10]=[CH:9][NH:8][C:5]2=[N:6][CH:7]=1.[OH-].[K+].[CH2:13]([N:15]1[C:19]([CH:20]=[O:21])=[CH:18][C:17]([NH:22][CH2:23][C:24]2[CH:29]=[CH:28][C:27]([F:30])=[CH:26][CH:25]=2)=[N:16]1)[CH3:14]. The catalyst is CO. The product is [Cl:1][C:2]1[CH:3]=[C:4]2[C:10]([C:20]([C:19]3[N:15]([CH2:13][CH3:14])[N:16]=[C:17]([NH:22][CH2:23][C:24]4[CH:29]=[CH:28][C:27]([F:30])=[CH:26][CH:25]=4)[CH:18]=3)=[O:21])=[CH:9][NH:8][C:5]2=[N:6][CH:7]=1. The yield is 0.0200. (5) The reactants are [Cl:1][C:2]1[CH:3]=[C:4]2[C:9](=[CH:10][C:11]=1[Cl:12])[CH:8]=[N:7][C:6]([N:13]=[C:14]=S)=[CH:5]2.C(=O)([O-])[O-].[Cs+].[Cs+].Cl.Cl.[NH2:24][CH2:25][C@@:26]1([OH:34])[CH:31]2[CH2:32][CH2:33][N:28]([CH2:29][CH2:30]2)[CH2:27]1.C(N=C=NC(C)C)(C)C. The catalyst is CN(C=O)C. The product is [Cl:1][C:2]1[CH:3]=[C:4]2[C:9](=[CH:10][C:11]=1[Cl:12])[CH:8]=[N:7][C:6]([NH:13][C:14]1[O:34][C@:26]3([CH2:25][N:24]=1)[CH:31]1[CH2:32][CH2:33][N:28]([CH2:29][CH2:30]1)[CH2:27]3)=[CH:5]2. The yield is 0.612. (6) The reactants are C([O:3][CH2:4][CH2:5][O:6][NH:7][C:8]([C:10]1[CH:15]=[CH:14][C:13](=[O:16])[N:12]([CH3:17])[C:11]=1[NH:18][C:19]1[CH:24]=[CH:23][C:22]([Br:25])=[CH:21][C:20]=1[F:26])=[O:9])=C.BrC1C=CC(NC2N(C)C(=O)C=CC=2C(O)=O)=C(F)C=1.C(OCCON)=C. No catalyst specified. The product is [OH:3][CH2:4][CH2:5][O:6][NH:7][C:8]([C:10]1[CH:15]=[CH:14][C:13](=[O:16])[N:12]([CH3:17])[C:11]=1[NH:18][C:19]1[CH:24]=[CH:23][C:22]([Br:25])=[CH:21][C:20]=1[F:26])=[O:9]. The yield is 0.600.